This data is from Catalyst prediction with 721,799 reactions and 888 catalyst types from USPTO. The task is: Predict which catalyst facilitates the given reaction. (1) Reactant: [F:1][C:2]([F:20])([C:8]1[CH:13]=[CH:12][CH:11]=[C:10]([N:14]2[CH2:19][CH2:18][CH2:17][CH2:16][CH2:15]2)[CH:9]=1)[C:3]([O:5]CC)=[O:4].O1CCCC1.CO.O.[OH-].[Li+]. Product: [F:20][C:2]([F:1])([C:8]1[CH:13]=[CH:12][CH:11]=[C:10]([N:14]2[CH2:19][CH2:18][CH2:17][CH2:16][CH2:15]2)[CH:9]=1)[C:3]([OH:5])=[O:4]. The catalyst class is: 6. (2) Reactant: OC(C(F)(F)F)=O.[CH3:8][N:9]([C:23]1[CH:28]=[CH:27][C:26]([N+:29]([O-:31])=[O:30])=[CH:25][CH:24]=1)[CH2:10][CH2:11]OS(C1C=CC(C)=CC=1)(=O)=O.C(N(CC)CC)C.[CH3:39][NH:40][CH2:41][CH2:42][CH2:43][CH3:44]. Product: [CH2:41]([N:40]([CH3:39])[CH2:11][CH2:10][N:9]([CH3:8])[C:23]1[CH:24]=[CH:25][C:26]([N+:29]([O-:31])=[O:30])=[CH:27][CH:28]=1)[CH2:42][CH2:43][CH3:44]. The catalyst class is: 11. (3) Reactant: [N:1]1[C:10]2[C:5](=[CH:6][CH:7]=[C:8]([C:11]3[CH:16]=[CH:15][C:14]([CH2:17][C:18]#[N:19])=[CH:13][CH:12]=3)[CH:9]=2)[CH:4]=[CH:3][CH:2]=1.[Br:20]N1C(=O)CCC1=O.N(C(C)(C)C#N)=NC(C)(C)C#N. Product: [Br:20][CH:17]([C:14]1[CH:15]=[CH:16][C:11]([C:8]2[CH:9]=[C:10]3[C:5]([CH:4]=[CH:3][CH:2]=[N:1]3)=[CH:6][CH:7]=2)=[CH:12][CH:13]=1)[C:18]#[N:19]. The catalyst class is: 53. (4) Reactant: [C:1]([OH:8])(=O)[CH2:2][CH2:3][CH:4]=[CH:5][CH3:6].C(N(CC)CC)C.[C:16](Cl)(=O)[C:17](C)(C)[CH3:18].[C:23]1([CH2:29][C@@H:30]2[O:34][C-:33]=[N:32][C:31]2=[O:35])C=CC=[CH:25][CH:24]=1.C1(C(C2C=CC=CC=2)C2C=CC=CC=2)C=CC=CC=1.C([Li])CCC. Product: [C:31]([N:32]1[C@@H:2]([CH2:3][C:4]2[CH:5]=[CH:6][CH:18]=[CH:17][CH:16]=2)[CH2:1][O:8][C:33]1=[O:34])(=[O:35])[CH2:30][CH2:29][CH:23]=[CH:24][CH3:25]. The catalyst class is: 1. (5) Reactant: I[CH2:2][C@H:3]1[O:8][C@@H:7]([C:9]2[CH:14]=[CH:13][N:12]=[CH:11][C:10]=2[NH2:15])[CH2:6][C@@H:5]([O:16][Si:17]([CH:24]([CH3:26])[CH3:25])([CH:21]([CH3:23])[CH3:22])[CH:18]([CH3:20])[CH3:19])[C@@H:4]1[O:27][Si:28]([CH:35]([CH3:37])[CH3:36])([CH:32]([CH3:34])[CH3:33])[CH:29]([CH3:31])[CH3:30].[C-:38]#[N:39].[K+]. Product: [NH2:15][C:10]1[CH:11]=[N:12][CH:13]=[CH:14][C:9]=1[C@@H:7]1[O:8][C@H:3]([CH2:2][C:38]#[N:39])[C@@H:4]([O:27][Si:28]([CH:29]([CH3:30])[CH3:31])([CH:35]([CH3:37])[CH3:36])[CH:32]([CH3:34])[CH3:33])[C@H:5]([O:16][Si:17]([CH:21]([CH3:22])[CH3:23])([CH:24]([CH3:26])[CH3:25])[CH:18]([CH3:20])[CH3:19])[CH2:6]1. The catalyst class is: 16. (6) Reactant: C[O:2][C:3](=[O:35])[CH:4]([CH2:27][C@H:28]1[CH2:33][CH2:32][C@@H:31]([OH:34])[CH2:30][CH2:29]1)[CH2:5][CH2:6][NH:7][C@@H:8]1[C@@H:17]([O:18][CH3:19])[CH2:16][C:15]2[C:10](=[CH:11][C:12]([C:20](=[O:22])[NH2:21])=[CH:13][CH:14]=2)[C:9]1([CH2:25][CH3:26])[CH2:23][CH3:24].O.[OH-].[Na+]. Product: [C:20]([C:12]1[CH:11]=[C:10]2[C:15]([CH2:16][C@H:17]([O:18][CH3:19])[C@@H:8]([NH:7][CH2:6][CH2:5][CH:4]([CH2:27][C@H:28]3[CH2:33][CH2:32][C@@H:31]([OH:34])[CH2:30][CH2:29]3)[C:3]([OH:35])=[O:2])[C:9]2([CH2:23][CH3:24])[CH2:25][CH3:26])=[CH:14][CH:13]=1)(=[O:22])[NH2:21]. The catalyst class is: 467. (7) Reactant: [CH3:1][NH2:2].[Br:3][C:4]1[CH:9]=[CH:8][C:7]([S:10](Cl)(=[O:12])=[O:11])=[CH:6][CH:5]=1.[NH4+].[Cl-]. Product: [Br:3][C:4]1[CH:9]=[CH:8][C:7]([S:10]([NH:2][CH3:1])(=[O:12])=[O:11])=[CH:6][CH:5]=1. The catalyst class is: 1. (8) Reactant: [ClH:1].[CH3:2][C@@:3]12[CH2:11][NH:10][CH2:9][C@@H:8]1[C:7]1[CH:12]=[CH:13][CH:14]=[C:15](/[CH:16]=[CH:17]\[CH3:18])[C:6]=1[CH2:5][CH2:4]2.C(O)(=O)C. Product: [ClH:1].[CH3:2][C@@:3]12[CH2:11][NH:10][CH2:9][C@@H:8]1[C:7]1[CH:12]=[CH:13][CH:14]=[C:15]([CH2:16][CH2:17][CH3:18])[C:6]=1[CH2:5][CH2:4]2. The catalyst class is: 50. (9) Reactant: CC(C)=[O:3].OS(O)(=O)=O.O=[Cr](=O)=O.[CH2:14]([O:21][CH2:22][CH2:23][CH2:24][CH2:25][CH2:26][OH:27])[C:15]1[CH:20]=[CH:19][CH:18]=[CH:17][CH:16]=1. Product: [CH2:14]([O:21][CH2:22][CH2:23][CH2:24][CH2:25][C:26]([OH:3])=[O:27])[C:15]1[CH:20]=[CH:19][CH:18]=[CH:17][CH:16]=1. The catalyst class is: 21.